This data is from Forward reaction prediction with 1.9M reactions from USPTO patents (1976-2016). The task is: Predict the product of the given reaction. (1) Given the reactants [N:1]1([CH2:14][C:15]2[N:19]([CH2:20][C:21]3[N:25](C(OC(C)(C)C)=O)[C:24]4[CH:33]=[CH:34][CH:35]=[CH:36][C:23]=4[N:22]=3)[C:18]3[CH:37]=[CH:38][CH:39]=[CH:40][C:17]=3[N:16]=2)[C@@H:13]2[C@H:4]([CH2:5][CH2:6][C:7]3[CH:8]=[CH:9][CH:10]=[N:11][C:12]=32)[CH2:3][CH2:2]1.FC(F)(F)C(O)=O, predict the reaction product. The product is: [NH:22]1[C:23]2[CH:36]=[CH:35][CH:34]=[CH:33][C:24]=2[N:25]=[C:21]1[CH2:20][N:19]1[C:18]2[CH:37]=[CH:38][CH:39]=[CH:40][C:17]=2[N:16]=[C:15]1[CH2:14][N:1]1[C@@H:13]2[C@H:4]([CH2:5][CH2:6][C:7]3[CH:8]=[CH:9][CH:10]=[N:11][C:12]=32)[CH2:3][CH2:2]1. (2) Given the reactants [Cl:1][C:2]1[N:3]=[CH:4][C:5]2[C:10]([CH:11]=1)=[CH:9][C:8]([C:12]([OH:14])=O)=[CH:7][CH:6]=2.Cl.[CH3:16][NH:17][CH3:18], predict the reaction product. The product is: [Cl:1][C:2]1[N:3]=[CH:4][C:5]2[C:10]([CH:11]=1)=[CH:9][C:8]([C:12]([N:17]([CH3:18])[CH3:16])=[O:14])=[CH:7][CH:6]=2. (3) Given the reactants C(Cl)(=O)C(Cl)=O.[N+:7]([C:10]1[CH:11]=[C:12]([CH:16]=[CH:17][C:18]=1[N+:19]([O-:21])=[O:20])[C:13]([OH:15])=O)([O-:9])=[O:8].[S:22]1[CH:26]=[CH:25][CH:24]=[C:23]1[CH2:27][NH2:28], predict the reaction product. The product is: [N+:7]([C:10]1[CH:11]=[C:12]([CH:16]=[CH:17][C:18]=1[N+:19]([O-:21])=[O:20])[C:13]([NH:28][CH2:27][C:23]1[S:22][CH:26]=[CH:25][CH:24]=1)=[O:15])([O-:9])=[O:8]. (4) Given the reactants N(C(OC(C)C)=O)=N[C:3](OC(C)C)=O.[CH3:15][C:16]1[CH:21]=[CH:20][C:19]([C:22]([OH:31])([C:27]([F:30])([F:29])[F:28])[C:23]([F:26])([F:25])[F:24])=[CH:18][CH:17]=1.C1(P(C2C=CC=CC=2)C2C=CC=CC=2)C=CC=CC=1, predict the reaction product. The product is: [F:30][C:27]([F:28])([F:29])[C:22]([C:19]1[CH:18]=[CH:17][C:16]([CH3:15])=[CH:21][CH:20]=1)([O:31][CH3:3])[C:23]([F:24])([F:25])[F:26]. (5) Given the reactants CN(C)[CH:3]=[C:4]([C:10](=O)[C:11]1[CH:16]=[CH:15][CH:14]=[C:13]([C:17]#[N:18])[CH:12]=1)[C:5]([O:7][CH2:8][CH3:9])=[O:6].[N+]([O-])(O)=O.[N+]([O-])(O)=O.[CH3:29][O:30][C:31]1[CH:32]=[C:33]([NH:43][C:44]([NH2:46])=[NH:45])[CH:34]=[CH:35][C:36]=1[N:37]1[CH:41]=[C:40]([CH3:42])[N:39]=[CH:38]1, predict the reaction product. The product is: [C:17]([C:13]1[CH:12]=[C:11]([C:10]2[C:4]([C:5]([O:7][CH2:8][CH3:9])=[O:6])=[CH:3][N:46]=[C:44]([NH:43][C:33]3[CH:34]=[CH:35][C:36]([N:37]4[CH:41]=[C:40]([CH3:42])[N:39]=[CH:38]4)=[C:31]([O:30][CH3:29])[CH:32]=3)[N:45]=2)[CH:16]=[CH:15][CH:14]=1)#[N:18].